This data is from Full USPTO retrosynthesis dataset with 1.9M reactions from patents (1976-2016). The task is: Predict the reactants needed to synthesize the given product. (1) Given the product [C:1]([O:5][C:6]([N:8]1[CH2:20][C@@H:19]([CH3:21])[N:18]2[C@H:10]([CH2:11][C:12]3[C:17]2=[N:16][C:15]([CH:22]([C:27]([CH3:31])([CH3:32])[CH:28]([CH3:29])[CH3:30])[O:23][SiH:24]([CH3:26])[CH3:25])=[C:14]([Br:33])[CH:13]=3)[CH2:9]1)=[O:7])([CH3:4])([CH3:3])[CH3:2], predict the reactants needed to synthesize it. The reactants are: [C:1]([O:5][C:6]([N:8]1[CH2:20][C@@H:19]([CH3:21])[N:18]2[C@H:10]([CH2:11][C:12]3[C:17]2=[N:16][C:15]([CH:22]([C:27]([CH3:32])([CH3:31])[CH:28]([CH3:30])[CH3:29])[O:23][SiH:24]([CH3:26])[CH3:25])=[CH:14][CH:13]=3)[CH2:9]1)=[O:7])([CH3:4])([CH3:3])[CH3:2].[Br:33]N1C(=O)CCC1=O. (2) Given the product [Br:9][C:10]1[CH:18]=[CH:17][C:13]2[C:14](=[O:15])[N:2]=[C:1]([C:3]3[CH:8]=[CH:7][CH:6]=[CH:5][N:4]=3)[S:19][C:12]=2[CH:11]=1, predict the reactants needed to synthesize it. The reactants are: [C:1]([C:3]1[CH:8]=[CH:7][CH:6]=[CH:5][N:4]=1)#[N:2].[Br:9][C:10]1[CH:11]=[C:12]([SH:19])[C:13](=[CH:17][CH:18]=1)[C:14](O)=[O:15]. (3) Given the product [Br:15][CH2:1][C:2]1[CH:7]=[CH:6][C:5]([N+:8]([O-:10])=[O:9])=[CH:4][C:3]=1[C:11]([F:12])([F:13])[F:14], predict the reactants needed to synthesize it. The reactants are: [CH3:1][C:2]1[CH:7]=[CH:6][C:5]([N+:8]([O-:10])=[O:9])=[CH:4][C:3]=1[C:11]([F:14])([F:13])[F:12].[Br:15]N1C(=O)CCC1=O.CC(N=NC(C#N)(C)C)(C#N)C. (4) Given the product [CH:7]12[CH2:12][C:3]3([CH2:2][OH:1])[CH2:10][CH:9]([CH2:11][CH:5]([CH2:4]3)[NH:6]1)[CH2:8]2, predict the reactants needed to synthesize it. The reactants are: [OH:1][CH2:2][C:3]12[CH2:12][CH:7]3[CH2:8][CH:9]([CH2:11][CH:5]([N:6]3C(OC(C)(C)C)=O)[CH2:4]1)[CH2:10]2.FC(F)(F)C(O)=O. (5) Given the product [C:22]1([CH:28]([C:32]2[CH:33]=[CH:34][CH:35]=[CH:36][CH:37]=2)[CH2:29][CH2:30][S:1][C:2]2[S:3][C:4]3[CH2:10][O:9][C:8]4[C:11]([O:15][CH2:16][C:17]([OH:19])=[O:18])=[CH:12][CH:13]=[CH:14][C:7]=4[C:5]=3[N:6]=2)[CH:27]=[CH:26][CH:25]=[CH:24][CH:23]=1, predict the reactants needed to synthesize it. The reactants are: [SH:1][C:2]1[S:3][C:4]2[CH2:10][O:9][C:8]3[C:11]([O:15][CH2:16][C:17]([O:19]CC)=[O:18])=[CH:12][CH:13]=[CH:14][C:7]=3[C:5]=2[N:6]=1.[C:22]1([CH:28]([C:32]2[CH:37]=[CH:36][CH:35]=[CH:34][CH:33]=2)[CH2:29][CH2:30]I)[CH:27]=[CH:26][CH:25]=[CH:24][CH:23]=1.